Dataset: Full USPTO retrosynthesis dataset with 1.9M reactions from patents (1976-2016). Task: Predict the reactants needed to synthesize the given product. (1) Given the product [CH3:1][O:2][C:3](=[O:9])[CH2:4][C:5]1([NH2:10])[CH2:8][O:7][CH2:6]1, predict the reactants needed to synthesize it. The reactants are: [CH3:1][O:2][C:3](=[O:9])[CH:4]=[C:5]1[CH2:8][O:7][CH2:6]1.[NH3:10]. (2) Given the product [C:6]([O:9][C:10]1[CH:11]=[C:12]2[C:17](=[CH:18][C:19]=1[O:20][CH3:21])[N:16]=[CH:15][N:14]=[C:13]2[Cl:25])(=[O:8])[CH3:7], predict the reactants needed to synthesize it. The reactants are: CN(C)C=O.[C:6]([O:9][C:10]1[CH:11]=[C:12]2[C:17](=[CH:18][C:19]=1[O:20][CH3:21])[N:16]=[CH:15][NH:14][C:13]2=O)(=[O:8])[CH3:7].S(Cl)([Cl:25])=O. (3) Given the product [O:1]1[C:6]2[CH:7]=[CH:8][CH:9]=[CH:10][C:5]=2[N:4]([C:11]([C:13]2[CH:14]=[C:15]([CH:20]=[CH:21][CH:22]=2)[C:16]([OH:18])=[O:17])=[O:12])[CH2:3][CH2:2]1, predict the reactants needed to synthesize it. The reactants are: [O:1]1[C:6]2[CH:7]=[CH:8][CH:9]=[CH:10][C:5]=2[N:4]([C:11]([C:13]2[CH:14]=[C:15]([CH:20]=[CH:21][CH:22]=2)[C:16]([O:18]C)=[O:17])=[O:12])[CH2:3][CH2:2]1.[OH-].[Li+]. (4) Given the product [ClH:1].[CH3:34][O:33][CH2:32][CH2:31][N:30]([CH2:29][C:24]1[CH:25]=[CH:26][CH:27]=[CH:28][N:23]=1)[C:20](=[O:22])[CH2:19][C:18]1[N:12]2[CH:13]=[CH:14][C:15]([CH3:17])=[CH:16][C:11]2=[N:10][C:9]=1[C:4]1[CH:5]=[CH:6][C:7]([Cl:8])=[C:2]([Cl:1])[CH:3]=1, predict the reactants needed to synthesize it. The reactants are: [Cl:1][C:2]1[CH:3]=[C:4]([C:9]2[N:10]=[C:11]3[CH:16]=[C:15]([CH3:17])[CH:14]=[CH:13][N:12]3[C:18]=2[CH2:19][C:20]([OH:22])=O)[CH:5]=[CH:6][C:7]=1[Cl:8].[N:23]1[CH:28]=[CH:27][CH:26]=[CH:25][C:24]=1[CH2:29][NH:30][CH2:31][CH2:32][O:33][CH3:34].